From a dataset of Forward reaction prediction with 1.9M reactions from USPTO patents (1976-2016). Predict the product of the given reaction. Given the reactants [ClH:1].[O:2]=[C:3]1[NH:8][C:7](=[O:9])[C:6]([C:10]2[N:11]=[N:12][CH:13]=[CH:14][CH:15]=2)=[CH:5][N:4]1[CH2:16][CH2:17][CH:18]=O.[F:20][C:21]([F:35])([F:34])[C:22]1[CH:27]=[CH:26][C:25]([C@:28]23[CH2:33][C@H:32]2[CH2:31][NH:30][CH2:29]3)=[CH:24][CH:23]=1.CC(O)=O.[BH-](OC(C)=O)(OC(C)=O)OC(C)=O.[Na+].[OH-].[Na+], predict the reaction product. The product is: [ClH:1].[ClH:1].[N:12]1[CH:13]=[CH:14][CH:15]=[C:10]([C:6]2[C:7](=[O:9])[NH:8][C:3](=[O:2])[N:4]([CH2:16][CH2:17][CH2:18][N:30]3[CH2:31][C@H:32]4[C@:28]([C:25]5[CH:24]=[CH:23][C:22]([C:21]([F:20])([F:35])[F:34])=[CH:27][CH:26]=5)([CH2:33]4)[CH2:29]3)[CH:5]=2)[N:11]=1.